Dataset: Forward reaction prediction with 1.9M reactions from USPTO patents (1976-2016). Task: Predict the product of the given reaction. (1) Given the reactants [C:1]([O:5][C:6](=[O:21])[N:7]([CH2:9][C:10]1[CH:15]=[CH:14][C:13]([N+:16]([O-])=O)=[C:12]([O:19][CH3:20])[CH:11]=1)[CH3:8])([CH3:4])([CH3:3])[CH3:2], predict the reaction product. The product is: [C:1]([O:5][C:6](=[O:21])[N:7]([CH2:9][C:10]1[CH:15]=[CH:14][C:13]([NH2:16])=[C:12]([O:19][CH3:20])[CH:11]=1)[CH3:8])([CH3:4])([CH3:3])[CH3:2]. (2) Given the reactants [OH:1][N:2]1[C:6]([C:7]2[CH:12]=[CH:11][C:10]([O:13][CH3:14])=[CH:9][CH:8]=2)=[CH:5][CH:4]=[N:3]1.[CH3:15][N:16]([C:20]1[CH:25]=[CH:24][CH:23]=[CH:22][CH:21]=1)[C:17](Cl)=[O:18], predict the reaction product. The product is: [CH3:14][O:13][C:10]1[CH:9]=[CH:8][C:7]([C:6]2[N:2]([O:1][C:17](=[O:18])[N:16]([CH3:15])[C:20]3[CH:25]=[CH:24][CH:23]=[CH:22][CH:21]=3)[N:3]=[CH:4][CH:5]=2)=[CH:12][CH:11]=1.